This data is from Forward reaction prediction with 1.9M reactions from USPTO patents (1976-2016). The task is: Predict the product of the given reaction. (1) Given the reactants Br[C:2]1[CH:7]=[CH:6][CH:5]=[C:4]([CH3:8])[N:3]=1.[NH2:9][C@H:10]1[C:19]2[C:14](=[CH:15][CH:16]=[CH:17][CH:18]=2)[N:13]([C:20](=[O:22])[CH3:21])[C@@H:12]([CH2:23][CH3:24])[C@@H:11]1[CH3:25].Br.N[C@H]1C2C(=CC=CC=2)N(C(=O)C)[C@@H](CC)[C@@H]1C.CC(C)([O-])C.[Na+].CN(C1C(C2C(P(C3CCCCC3)C3CCCCC3)=CC=CC=2)=CC=CC=1)C, predict the reaction product. The product is: [CH2:23]([C@H:12]1[C@H:11]([CH3:25])[C@@H:10]([NH:9][C:2]2[CH:7]=[CH:6][CH:5]=[C:4]([CH3:8])[N:3]=2)[C:19]2[C:14](=[CH:15][CH:16]=[CH:17][CH:18]=2)[N:13]1[C:20](=[O:22])[CH3:21])[CH3:24]. (2) Given the reactants CO[C:3]([C:5]1[N:10]=[CH:9][C:8]2[N:11]=[C:12]([C:14]3[CH:19]=[CH:18][CH:17]=[CH:16][CH:15]=3)[O:13][C:7]=2[C:6]=1[OH:20])=[O:4].[NH2:21][CH2:22][C:23]([OH:25])=[O:24], predict the reaction product. The product is: [OH:20][C:6]1[C:7]2[O:13][C:12]([C:14]3[CH:15]=[CH:16][CH:17]=[CH:18][CH:19]=3)=[N:11][C:8]=2[CH:9]=[N:10][C:5]=1[C:3]([NH:21][CH2:22][C:23]([OH:25])=[O:24])=[O:4]. (3) Given the reactants [F:1][C:2]1[CH:15]=[CH:14][CH:13]=[C:12]([F:16])[C:3]=1[C:4]([NH:6][C:7]1[CH:11]=[CH:10][NH:9][N:8]=1)=[O:5].C(=O)([O-])[O-].[K+].[K+].Br[CH2:24][C:25]1[C:30]([O:31][CH2:32][C:33]2[CH:38]=[CH:37][CH:36]=[CH:35][CH:34]=2)=[CH:29][CH:28]=[CH:27][C:26]=1[Cl:39], predict the reaction product. The product is: [Cl:39][C:26]1[CH:27]=[CH:28][CH:29]=[C:30]([O:31][CH2:32][C:33]2[CH:34]=[CH:35][CH:36]=[CH:37][CH:38]=2)[C:25]=1[CH2:24][N:9]1[CH:10]=[CH:11][C:7]([NH:6][C:4](=[O:5])[C:3]2[C:12]([F:16])=[CH:13][CH:14]=[CH:15][C:2]=2[F:1])=[N:8]1. (4) Given the reactants [NH2:1][C@H:2]1[CH2:7][CH2:6][C@H:5]([NH:8][C:9]2[CH:10]=[C:11]([N:28]([CH:38]3[CH2:40][CH2:39]3)CC3C=CC(OC)=CC=3)[C:12]3[N:13]([C:15]([C:18]([NH:20][C:21]4[CH:26]=[CH:25][N:24]=[C:23]([F:27])[CH:22]=4)=[O:19])=[CH:16][N:17]=3)[N:14]=2)[CH2:4][CH2:3]1.[CH:41](=O)[CH3:42].C(O)(=O)C.C(O[BH-](OC(=O)C)OC(=O)C)(=O)C.[Na+].C(O)(C(F)(F)F)=O, predict the reaction product. The product is: [CH:38]1([NH:28][C:11]2[C:12]3[N:13]([C:15]([C:18]([NH:20][C:21]4[CH:26]=[CH:25][N:24]=[C:23]([F:27])[CH:22]=4)=[O:19])=[CH:16][N:17]=3)[N:14]=[C:9]([NH:8][C@H:5]3[CH2:6][CH2:7][C@H:2]([NH:1][CH2:41][CH3:42])[CH2:3][CH2:4]3)[CH:10]=2)[CH2:39][CH2:40]1. (5) Given the reactants [CH2:1]([N:8]1[C:12](=[O:13])[CH:11]=[CH:10][C:9]1=[O:14])[C:2]1[CH:7]=[CH:6][CH:5]=[CH:4][CH:3]=1.C([O-])([O-])=O.[K+].[K+].Br[CH2:22][N+:23]([O-:25])=[O:24], predict the reaction product. The product is: [CH2:1]([N:8]1[C:12](=[O:13])[CH:11]2[CH:10]([CH:22]2[N+:23]([O-:25])=[O:24])[C:9]1=[O:14])[C:2]1[CH:3]=[CH:4][CH:5]=[CH:6][CH:7]=1.